Dataset: Full USPTO retrosynthesis dataset with 1.9M reactions from patents (1976-2016). Task: Predict the reactants needed to synthesize the given product. Given the product [CH:22]1([N:21]2[CH:20]=[N:19][N:18]=[C:17]2[C:13]2[CH:12]=[C:11]([NH2:10])[CH:16]=[CH:15][CH:14]=2)[CH2:24][CH2:23]1, predict the reactants needed to synthesize it. The reactants are: C(OC(=O)[NH:10][C:11]1[CH:16]=[CH:15][CH:14]=[C:13]([C:17]2[N:21]([CH:22]3[CH2:24][CH2:23]3)[CH:20]=[N:19][N:18]=2)[CH:12]=1)C1C=CC=CC=1.